Regression. Given a peptide amino acid sequence and an MHC pseudo amino acid sequence, predict their binding affinity value. This is MHC class II binding data. From a dataset of Peptide-MHC class II binding affinity with 134,281 pairs from IEDB. The peptide sequence is YKKYFAATQFEPLAA. The MHC is DRB1_1001 with pseudo-sequence DRB1_1001. The binding affinity (normalized) is 0.553.